Dataset: Reaction yield outcomes from USPTO patents with 853,638 reactions. Task: Predict the reaction yield, written as a fraction of the theoretical maximum amount of product (1.0 means a 100% yield; for example, 0.34 means a 34% yield). (1) The reactants are [C:1]([C@H:6]1[CH2:23][CH2:22][C@@:21]2([CH3:24])[C:8](=[CH:9][C:10](=[O:26])[C@@H:11]3[C@@H:20]2[CH2:19][CH2:18][C@@:16]2([CH3:17])[C@H:12]3[CH2:13][CH2:14][C:15]2=[O:25])[CH2:7]1)([O:3][CH2:4][CH3:5])=[O:2].O.O.O.O.O.O.O.[Cl-].[Ce+3].[Cl-].[Cl-].[BH4-].[Na+]. The catalyst is ClCCl.CO. The product is [C:1]([C@H:6]1[CH2:23][CH2:22][C@@:21]2([CH3:24])[C:8](=[CH:9][C@H:10]([OH:26])[C@@H:11]3[C@@H:20]2[CH2:19][CH2:18][C@@:16]2([CH3:17])[C@H:12]3[CH2:13][CH2:14][C@@H:15]2[OH:25])[CH2:7]1)([O:3][CH2:4][CH3:5])=[O:2]. The yield is 0.730. (2) The reactants are CO[C:3](=[O:28])[C:4]1[CH:9]=[CH:8][C:7]([O:10][CH2:11][C:12]2[C:13]([C:21]3[CH:26]=[CH:25][C:24]([F:27])=[CH:23][CH:22]=3)=[N:14][O:15][C:16]=2[C:17]([F:20])([F:19])[F:18])=[N:6][CH:5]=1.[CH:29]([NH2:32])([CH3:31])[CH3:30]. No catalyst specified. The product is [F:27][C:24]1[CH:25]=[CH:26][C:21]([C:13]2[C:12]([CH2:11][O:10][C:7]3[CH:8]=[CH:9][C:4]([C:3]([NH:32][CH:29]([CH3:31])[CH3:30])=[O:28])=[CH:5][N:6]=3)=[C:16]([C:17]([F:18])([F:20])[F:19])[O:15][N:14]=2)=[CH:22][CH:23]=1. The yield is 0.970. (3) The reactants are [CH:1]([N:5]1[CH2:9][CH2:8][CH2:7][C:6]1=[O:10])=[CH:2][CH2:3][CH3:4].[C:11](OC)(=[O:18])[C:12]1[CH:17]=[CH:16][CH:15]=[N:14][CH:13]=1. The catalyst is CN(C)C=O. The product is [CH:1]([N:5]1[CH2:9][CH2:8][CH:7]([C:11](=[O:18])[C:12]2[CH:17]=[CH:16][CH:15]=[N:14][CH:13]=2)[C:6]1=[O:10])=[CH:2][CH2:3][CH3:4]. The yield is 0.940. (4) The yield is 0.950. The reactants are [OH:1][C:2]1[CH:30]=[CH:29][C:5]([C:6]([O:8][C@H:9]2[CH2:18][C:17]3[C:12](=[CH:13][C:14]([OH:20])=[CH:15][C:16]=3[OH:19])[O:11][C@@H:10]2[C:21]2[CH:26]=[CH:25][C:24]([OH:27])=[C:23]([OH:28])[CH:22]=2)=[O:7])=[CH:4][CH:3]=1.C(Cl)(Cl)Cl. The product is [C:6]([OH:8])(=[O:7])[CH3:5].[C:6]([OH:8])(=[O:7])[CH3:5].[C:6]([OH:8])(=[O:7])[CH3:5].[C:6]([OH:8])(=[O:7])[CH3:5].[C:6]([OH:8])(=[O:7])[CH3:5].[OH:1][C:2]1[CH:3]=[CH:4][C:5]([C:6]([O:8][C@H:9]2[CH2:18][C:17]3[C:12](=[CH:13][C:14]([OH:20])=[CH:15][C:16]=3[OH:19])[O:11][C@@H:10]2[C:21]2[CH:26]=[CH:25][C:24]([OH:27])=[C:23]([OH:28])[CH:22]=2)=[O:7])=[CH:29][CH:30]=1. The catalyst is N1C=CC=CC=1.C(OC(=O)C)(=O)C.